This data is from Full USPTO retrosynthesis dataset with 1.9M reactions from patents (1976-2016). The task is: Predict the reactants needed to synthesize the given product. (1) Given the product [C:19]1([B:15]([OH:17])[OH:16])[C:32]2[CH:31]=[CH:30][C:29]3[C:24](=[CH:25][CH:26]=[CH:27][CH:28]=3)[C:23]=2[CH:22]=[CH:21][CH:20]=1, predict the reactants needed to synthesize it. The reactants are: C1C2C=CC3C(=CC=CC=3)C=2C=CC=1[B:15]([OH:17])[OH:16].Br[C:19]1[C:32]2[CH:31]=[CH:30][C:29]3[C:24](=[CH:25][CH:26]=[CH:27][CH:28]=3)[C:23]=2[CH:22]=[CH:21][CH:20]=1. (2) Given the product [CH2:1]([O:3][C:4]([C:6]1[C:10]([C:11]([F:13])([F:14])[F:12])=[N:9][N:8]([CH:22]([CH3:24])[CH3:23])[CH:7]=1)=[O:5])[CH3:2], predict the reactants needed to synthesize it. The reactants are: [CH2:1]([O:3][C:4]([C:6]1[CH:7]=[N:8][NH:9][C:10]=1[C:11]([F:14])([F:13])[F:12])=[O:5])[CH3:2].C(=O)([O-])[O-].[Cs+].[Cs+].I[CH:22]([CH3:24])[CH3:23]. (3) Given the product [Cl:1][C:2]1[C:7]([C:18]2[C:27]3[C:22](=[CH:23][CH:24]=[CH:25][CH:26]=3)[NH:21][C:20](=[O:36])[CH:19]=2)=[CH:6][CH:5]=[CH:4][N:3]=1, predict the reactants needed to synthesize it. The reactants are: [Cl:1][C:2]1[C:7](C2C=C3C(=CC=2)NN=C3)=[CH:6][CH:5]=[CH:4][N:3]=1.Br[C:18]1[C:27]2[C:22](=[CH:23][CH:24]=[CH:25][CH:26]=2)[N:21]=[CH:20][CH:19]=1.ClC1C(B2OC(C)(C)C(C)(C)[O:36]2)=CC=CN=1.C([O-])([O-])=O.[Na+].[Na+]. (4) Given the product [CH:11]1([C:10]2[C:4]3[C:5](=[N:6][CH:7]=[C:2]([C:21]4[CH:22]=[C:17]([OH:16])[CH:18]=[CH:19][CH:20]=4)[CH:3]=3)[NH:8][CH:9]=2)[CH2:15][CH2:14][CH2:13][CH2:12]1, predict the reactants needed to synthesize it. The reactants are: Br[C:2]1[CH:3]=[C:4]2[C:10]([CH:11]3[CH2:15][CH2:14][CH2:13][CH2:12]3)=[CH:9][NH:8][C:5]2=[N:6][CH:7]=1.[OH:16][C:17]1[CH:18]=[C:19](B(O)O)[CH:20]=[CH:21][CH:22]=1.C(=O)([O-])[O-].[Na+].[Na+].C(=O)(O)[O-].[Na+]. (5) Given the product [Cl:1][C:2]1[CH:18]=[CH:17][C:5]2[CH2:6][CH2:7][N:8]([C:11](=[O:16])[C:12]([F:15])([F:13])[F:14])[CH2:9][CH2:10][C:4]=2[C:3]=1[NH:42][CH2:41][C:40]1[CH:39]=[CH:38][C:37]([C:34]2[CH:33]=[C:32]([NH:31][CH2:30][CH:27]3[CH2:29][CH2:28]3)[S:36][N:35]=2)=[CH:44][CH:43]=1, predict the reactants needed to synthesize it. The reactants are: [Cl:1][C:2]1[CH:18]=[CH:17][C:5]2[CH2:6][CH2:7][N:8]([C:11](=[O:16])[C:12]([F:15])([F:14])[F:13])[CH2:9][CH2:10][C:4]=2[C:3]=1OS(C(F)(F)F)(=O)=O.[CH:27]1([CH2:30][NH:31][C:32]2[S:36][N:35]=[C:34]([C:37]3[CH:44]=[CH:43][C:40]([CH2:41][NH2:42])=[CH:39][CH:38]=3)[CH:33]=2)[CH2:29][CH2:28]1.